Dataset: Catalyst prediction with 721,799 reactions and 888 catalyst types from USPTO. Task: Predict which catalyst facilitates the given reaction. (1) Reactant: [S:1]1[CH:5]=[C:4]([CH2:6][CH2:7][CH2:8][OH:9])[N:3]=[CH:2]1.CCN(C(C)C)C(C)C.[CH3:19][C:20]([Si:23](Cl)([CH3:25])[CH3:24])([CH3:22])[CH3:21]. Product: [Si:23]([O:9][CH2:8][CH2:7][CH2:6][C:4]1[N:3]=[CH:2][S:1][CH:5]=1)([C:20]([CH3:22])([CH3:21])[CH3:19])([CH3:25])[CH3:24]. The catalyst class is: 79. (2) Reactant: [CH2:1]([O:8][CH:9]1[CH:14]2[NH:15]C(=O)[O:17][CH:13]2[CH2:12][CH:11]([CH2:19][O:20][CH2:21][C:22]2[CH:27]=[CH:26][CH:25]=[CH:24][CH:23]=2)[CH:10]1[O:28][CH2:29][C:30]1[CH:35]=[CH:34][CH:33]=[CH:32][CH:31]=1)[C:2]1[CH:7]=[CH:6][CH:5]=[CH:4][CH:3]=1.[OH-].[Na+]. Product: [NH2:15][CH:14]1[CH:9]([O:8][CH2:1][C:2]2[CH:3]=[CH:4][CH:5]=[CH:6][CH:7]=2)[CH:10]([O:28][CH2:29][C:30]2[CH:31]=[CH:32][CH:33]=[CH:34][CH:35]=2)[CH:11]([CH2:19][O:20][CH2:21][C:22]2[CH:27]=[CH:26][CH:25]=[CH:24][CH:23]=2)[CH2:12][CH:13]1[OH:17]. The catalyst class is: 8.